This data is from Full USPTO retrosynthesis dataset with 1.9M reactions from patents (1976-2016). The task is: Predict the reactants needed to synthesize the given product. (1) The reactants are: [NH2:1][OH:2].Cl.C([O-])([O-])=O.[K+].[K+].[C:10](O[C:10]([O:12][C:13]([CH3:16])([CH3:15])[CH3:14])=[O:11])([O:12][C:13]([CH3:16])([CH3:15])[CH3:14])=[O:11]. Given the product [OH:2][NH:1][C:10](=[O:11])[O:12][C:13]([CH3:16])([CH3:15])[CH3:14], predict the reactants needed to synthesize it. (2) Given the product [Cl:12][C:13]1[C:22]2[C:17](=[CH:18][CH:19]=[C:20]([C:23]([C:25]3[O:29][C:28]([CH3:30])=[N:27][C:26]=3[CH3:31])([C:6]3[N:2]([CH3:1])[N:3]=[N:4][CH:5]=3)[OH:24])[CH:21]=2)[N:16]=[C:15]([O:32][CH3:33])[C:14]=1[CH2:34][C:35]1[CH:36]=[CH:37][C:38]([C:41]([F:43])([F:42])[F:44])=[CH:39][CH:40]=1, predict the reactants needed to synthesize it. The reactants are: [CH3:1][N:2]1[CH:6]=[CH:5][N:4]=[N:3]1.[Li]CCCC.[Cl:12][C:13]1[C:22]2[C:17](=[CH:18][CH:19]=[C:20]([C:23]([C:25]3[O:29][C:28]([CH3:30])=[N:27][C:26]=3[CH3:31])=[O:24])[CH:21]=2)[N:16]=[C:15]([O:32][CH3:33])[C:14]=1[CH2:34][C:35]1[CH:40]=[CH:39][C:38]([C:41]([F:44])([F:43])[F:42])=[CH:37][CH:36]=1. (3) The reactants are: I[C:2]1[CH:7]=[CH:6][CH:5]=[CH:4][C:3]=1[CH3:8].BrC1C=CC(F)=CC=1C.[Cl:18][C:19]1[C:20]([CH3:26])=[C:21]([OH:25])[CH:22]=[CH:23][CH:24]=1. Given the product [Cl:18][C:19]1[CH:24]=[CH:23][CH:22]=[C:21]([O:25][C:2]2[CH:7]=[CH:6][CH:5]=[CH:4][C:3]=2[CH3:8])[C:20]=1[CH3:26], predict the reactants needed to synthesize it. (4) Given the product [OH:39][C:38]1([CH2:22][C:21]#[N:23])[C:30]2=[C:31]3[CH2:37][CH2:36][O:35][C:32]3=[N:33][CH:34]=[C:29]2[CH2:28][CH:27]1[CH:24]([CH3:26])[CH3:25], predict the reactants needed to synthesize it. The reactants are: C[Si](C)(C)N[Si](C)(C)C.C([Li])CCC.CCCCCC.[C:21](#[N:23])[CH3:22].[CH:24]([CH:27]1[C:38](=[O:39])[C:30]2=[C:31]3[CH2:37][CH2:36][O:35][C:32]3=[N:33][CH:34]=[C:29]2[CH2:28]1)([CH3:26])[CH3:25]. (5) Given the product [C:1]([C:5]1[CH:9]=[C:8]([NH:10][C:11]([C@@H:13]2[CH2:17][CH2:16][CH2:15][N:14]2[CH2:20][CH:21]2[CH2:26][CH2:25][CH2:24][CH2:23][CH2:22]2)=[O:12])[O:7][N:6]=1)([CH3:4])([CH3:2])[CH3:3], predict the reactants needed to synthesize it. The reactants are: [C:1]([C:5]1[CH:9]=[C:8]([NH:10][C:11]([C@@H:13]2[CH2:17][CH2:16][CH2:15][NH:14]2)=[O:12])[O:7][N:6]=1)([CH3:4])([CH3:3])[CH3:2].Cl.Br[CH2:20][CH:21]1[CH2:26][CH2:25][CH2:24][CH2:23][CH2:22]1.[I-].[K+].C(=O)([O-])[O-].[K+].[K+]. (6) Given the product [Cl:1][C:2]([Cl:32])([Cl:33])[CH2:3][O:4][C:5]([C@@H:7]1[CH2:12][CH2:11][CH2:10][N:9]([C:13](=[O:31])[C@@H:14]([NH:16][C:17](=[O:30])[C@@H:18]([NH:22][C:23](=[O:24])[C:48]([C:46]#[N:47])([CH3:49])[CH:52]=[CH2:53])[CH:19]([CH3:20])[CH3:21])[CH3:15])[NH:8]1)=[O:6], predict the reactants needed to synthesize it. The reactants are: [Cl:1][C:2]([Cl:33])([Cl:32])[CH2:3][O:4][C:5]([C@@H:7]1[CH2:12][CH2:11][CH2:10][N:9]([C:13](=[O:31])[C@@H:14]([NH:16][C:17](=[O:30])[C@@H:18]([NH:22][C:23](OC(C)(C)C)=[O:24])[CH:19]([CH3:21])[CH3:20])[CH3:15])[NH:8]1)=[O:6].FC(F)(F)S(O[Si](C)(C)C)(=O)=O.[C:46]([C:48](C)([CH:52]=[CH2:53])[C:49](O)=O)#[N:47].ON1C2C=CC=CC=2N=N1.Cl.CN(C)CCCN=C=NCC. (7) Given the product [NH2:38][C:34]1[CH:33]=[C:32]([O:21][C:18]2[CH:19]=[CH:20][C:15]([C:12]3[C:13](=[O:14])[N:8]([CH2:1][C:2]4[CH:3]=[CH:4][CH:5]=[CH:6][CH:7]=4)[C:9]([NH:23][C:24]4[CH:25]=[CH:26][C:27]([F:30])=[CH:28][CH:29]=4)=[N:10][CH:11]=3)=[CH:16][C:17]=2[F:22])[CH:37]=[CH:36][N:35]=1, predict the reactants needed to synthesize it. The reactants are: [CH2:1]([N:8]1[C:13](=[O:14])[C:12]([C:15]2[CH:20]=[CH:19][C:18]([OH:21])=[C:17]([F:22])[CH:16]=2)=[CH:11][N:10]=[C:9]1[NH:23][C:24]1[CH:29]=[CH:28][C:27]([F:30])=[CH:26][CH:25]=1)[C:2]1[CH:7]=[CH:6][CH:5]=[CH:4][CH:3]=1.Cl[C:32]1[CH:37]=[CH:36][N:35]=[C:34]([NH2:38])[CH:33]=1.CCN(CC)CC. (8) Given the product [CH3:12][CH:13]([CH3:35])[C:14]([O:16][CH:17]([O:21][C:22]([NH:24][CH2:25][C@H:26]1[CH2:31][CH2:30][C@H:29]([C:32]([O-:34])=[O:33])[CH2:28][CH2:27]1)=[O:23])[CH:18]([CH3:19])[CH3:20])=[O:15].[Na+:40], predict the reactants needed to synthesize it. The reactants are: C1C[C@H](C(O)=O)CC[C@H]1CN.[CH3:12][CH:13]([CH3:35])[C:14]([O:16][CH:17]([O:21][C:22]([NH:24][CH2:25][C@H:26]1[CH2:31][CH2:30][C@H:29]([C:32]([OH:34])=[O:33])[CH2:28][CH2:27]1)=[O:23])[CH:18]([CH3:20])[CH3:19])=[O:15].C(=O)(O)[O-].[Na+:40].C(#N)C. (9) Given the product [CH3:1][N:2]1[C:14]2[C:13]3[N:12]=[CH:11][CH:10]=[CH:9][C:8]=3[CH2:7][CH2:6][C:5]=2[C:4]([C:15]([OH:17])=[O:16])=[N:3]1, predict the reactants needed to synthesize it. The reactants are: [CH3:1][N:2]1[C:14]2[C:13]3[N:12]=[CH:11][CH:10]=[CH:9][C:8]=3[CH2:7][CH2:6][C:5]=2[C:4]([C:15]([O:17]CC)=[O:16])=[N:3]1.[OH-].[Li+].Cl. (10) Given the product [CH2:18]([O:17][C:15]([C:5]1[C:6]2[NH:7][C:8]3[CH:9]=[CH:10][CH:11]=[CH:12][C:13]=3[C:14]=2[CH2:1][CH2:2][N:3]([CH3:22])[CH:4]=1)=[O:16])[CH3:19], predict the reactants needed to synthesize it. The reactants are: [CH2:1]1[C:14]2[C:13]3[CH:12]=[CH:11][CH:10]=[CH:9][C:8]=3[NH:7][C:6]=2[C:5]([C:15]([O:17][CH2:18][CH3:19])=[O:16])=[CH:4][NH:3][CH2:2]1.[H-].[Na+].[CH3:22]I.O.